This data is from Forward reaction prediction with 1.9M reactions from USPTO patents (1976-2016). The task is: Predict the product of the given reaction. (1) Given the reactants [CH3:1][O:2][C:3](=[O:21])[C:4]1[CH:9]=[C:8]([C:10](=[O:12])[CH3:11])[C:7]([C:13]([F:16])([F:15])[F:14])=[CH:6][C:5]=1[NH:17][C:18](=[O:20])[CH3:19].CO[CH:24](OC)[N:25]([CH3:27])[CH3:26], predict the reaction product. The product is: [CH3:1][O:2][C:3](=[O:21])[C:4]1[CH:9]=[C:8]([C:10](=[O:12])/[CH:11]=[CH:24]/[N:25]([CH3:27])[CH3:26])[C:7]([C:13]([F:16])([F:15])[F:14])=[CH:6][C:5]=1[NH:17][C:18](=[O:20])[CH3:19]. (2) Given the reactants Br[C:2]1[CH:7]=[CH:6][C:5]([O:8][CH2:9][CH:10]2[CH2:12][CH2:11]2)=[CH:4][N:3]=1.C1(C(C2C=CC=CC=2)=[NH:20])C=CC=CC=1.CC(C)([O-])C.[Na+], predict the reaction product. The product is: [CH:10]1([CH2:9][O:8][C:5]2[CH:6]=[CH:7][C:2]([NH2:20])=[N:3][CH:4]=2)[CH2:12][CH2:11]1. (3) Given the reactants [CH2:1]([O:8][C:9]1[CH:14]=[C:13]([CH:15]([OH:22])[C:16]2[CH:21]=[CH:20][CH:19]=[CH:18][N:17]=2)[CH:12]=[CH:11][C:10]=1[N:23]1[S:27](=[O:29])(=[O:28])[N:26]([CH2:30][CH2:31][Si:32]([CH3:35])([CH3:34])[CH3:33])[C:25](=[O:36])[CH2:24]1)[C:2]1[CH:7]=[CH:6][CH:5]=[CH:4][CH:3]=1, predict the reaction product. The product is: [CH2:1]([O:8][C:9]1[CH:14]=[C:13]([C:15]([C:16]2[CH:21]=[CH:20][CH:19]=[CH:18][N:17]=2)=[O:22])[CH:12]=[CH:11][C:10]=1[N:23]1[S:27](=[O:28])(=[O:29])[N:26]([CH2:30][CH2:31][Si:32]([CH3:34])([CH3:33])[CH3:35])[C:25](=[O:36])[CH2:24]1)[C:2]1[CH:3]=[CH:4][CH:5]=[CH:6][CH:7]=1. (4) Given the reactants [C:1]([O:5][C:6]([NH:8][CH2:9][CH:10]([O:34][Si:35]([C:38]([CH3:41])([CH3:40])[CH3:39])([CH3:37])[CH3:36])[CH2:11][O:12][C:13]1[CH:14]=[C:15]([C:19]2[CH:20]=[C:21]([C:31]([OH:33])=O)[C:22]3[C:23](=[N:25][N:26]([CH:28]([CH3:30])[CH3:29])[CH:27]=3)[N:24]=2)[CH:16]=[CH:17][CH:18]=1)=[O:7])([CH3:4])([CH3:3])[CH3:2].[NH2:42][CH2:43][C:44]1[C:45](=[O:52])[NH:46][C:47]([CH3:51])=[CH:48][C:49]=1[CH3:50].CN(C(ON1N=NC2C=CC=NC1=2)=[N+](C)C)C.F[P-](F)(F)(F)(F)F.C1C=CC2N(O)N=NC=2C=1.CCN(CC)CC, predict the reaction product. The product is: [Si:35]([O:34][CH:10]([CH2:11][O:12][C:13]1[CH:18]=[CH:17][CH:16]=[C:15]([C:19]2[CH:20]=[C:21]([C:31](=[O:33])[NH:42][CH2:43][C:44]3[C:45](=[O:52])[NH:46][C:47]([CH3:51])=[CH:48][C:49]=3[CH3:50])[C:22]3[C:23](=[N:25][N:26]([CH:28]([CH3:30])[CH3:29])[CH:27]=3)[N:24]=2)[CH:14]=1)[CH2:9][NH:8][C:6](=[O:7])[O:5][C:1]([CH3:2])([CH3:3])[CH3:4])([C:38]([CH3:40])([CH3:41])[CH3:39])([CH3:37])[CH3:36]. (5) Given the reactants [Br:1][C:2]1[CH:3]=[C:4]([S:9][CH2:10][C:11](=O)[CH3:12])[CH:5]=[CH:6][C:7]=1[F:8], predict the reaction product. The product is: [Br:1][C:2]1[C:7]([F:8])=[CH:6][C:5]2[C:11]([CH3:12])=[CH:10][S:9][C:4]=2[CH:3]=1. (6) Given the reactants [CH3:1][O:2][C:3]1[CH:4]=[C:5]2[C:10](=[CH:11][C:12]=1[O:13][CH3:14])[N:9]=[CH:8][CH:7]=[C:6]2[O:15][C:16]1[CH:22]=[CH:21][C:19]([NH2:20])=[C:18]([CH3:23])[C:17]=1[CH3:24].[C:25]1(C)C=C[CH:28]=[CH:27][CH:26]=1.ClC(Cl)([O:35][C:36](=O)[O:37]C(Cl)(Cl)Cl)Cl.C(=O)(O)[O-].[Na+], predict the reaction product. The product is: [CH3:1][O:2][C:3]1[CH:4]=[C:5]2[C:10](=[CH:11][C:12]=1[O:13][CH3:14])[N:9]=[CH:8][CH:7]=[C:6]2[O:15][C:16]1[CH:22]=[CH:21][C:19]([NH:20][C:36](=[O:35])[O:37][CH2:28][CH2:27][CH2:26][CH3:25])=[C:18]([CH3:23])[C:17]=1[CH3:24]. (7) The product is: [CH2:1]([S:3]([N:6]1[CH2:11][CH2:10][CH2:9][C@H:8]([NH:12][C:13]2[S:14][C:15]3[CH:21]=[C:20]([OH:22])[CH:19]=[CH:18][C:16]=3[N:17]=2)[CH2:7]1)(=[O:4])=[O:5])[CH3:2]. Given the reactants [CH2:1]([S:3]([N:6]1[CH2:11][CH2:10][CH2:9][C@H:8]([NH:12][C:13]2[S:14][C:15]3[CH:21]=[C:20]([O:22]C)[CH:19]=[CH:18][C:16]=3[N:17]=2)[CH2:7]1)(=[O:5])=[O:4])[CH3:2].B(Br)(Br)Br.C(=O)(O)[O-].[Na+], predict the reaction product. (8) Given the reactants [O:1]=[C:2]1[C:11]2[CH:10]=[C:9]([C:12]([O:14][CH3:15])=[O:13])[CH:8]=[CH:7][C:6]=2[CH2:5][CH2:4][CH2:3]1.C1COCC1.[BH4-].[Na+].Cl, predict the reaction product. The product is: [OH:1][CH:2]1[C:11]2[CH:10]=[C:9]([C:12]([O:14][CH3:15])=[O:13])[CH:8]=[CH:7][C:6]=2[CH2:5][CH2:4][CH2:3]1. (9) Given the reactants [F:1][C:2]1[C:10]([OH:11])=[CH:9][CH:8]=[C:7]2[C:3]=1[CH:4]=[C:5]([CH3:12])[NH:6]2.Cl[C:14]1[C:23]2[C:18](=[CH:19][C:20]([O:26][CH2:27][CH2:28][CH2:29][S:30]([CH3:33])(=[O:32])=[O:31])=[C:21]([C:24]#[N:25])[CH:22]=2)[N:17]=[CH:16][CH:15]=1, predict the reaction product. The product is: [C:24]([C:21]1[CH:22]=[C:23]2[C:18](=[CH:19][C:20]=1[O:26][CH2:27][CH2:28][CH2:29][S:30]([CH3:33])(=[O:31])=[O:32])[N:17]=[CH:16][CH:15]=[C:14]2[O:11][C:10]1[C:2]([F:1])=[C:3]2[C:7](=[CH:8][CH:9]=1)[NH:6][C:5]([CH3:12])=[CH:4]2)#[N:25].